From a dataset of Aqueous solubility values for 9,982 compounds from the AqSolDB database. Regression/Classification. Given a drug SMILES string, predict its absorption, distribution, metabolism, or excretion properties. Task type varies by dataset: regression for continuous measurements (e.g., permeability, clearance, half-life) or binary classification for categorical outcomes (e.g., BBB penetration, CYP inhibition). For this dataset (solubility_aqsoldb), we predict Y. (1) The drug is CCCCCCCCCCCCCC.CCc1ccccc1.c1ccc2cc3ccccc3cc2c1.c1ccc2ccccc2c1.c1ccccc1. The Y is -5.04 log mol/L. (2) The drug is CCCCC/C(C=O)=C/c1ccccc1. The Y is -3.05 log mol/L. (3) The molecule is CC(C)c1ccc2ccccc2c1. The Y is -5.30 log mol/L. (4) The molecule is CC(O)C(=O)N(C)C. The Y is 1.63 log mol/L.